This data is from Full USPTO retrosynthesis dataset with 1.9M reactions from patents (1976-2016). The task is: Predict the reactants needed to synthesize the given product. Given the product [Br:14][C:15]1[CH:16]=[C:17]([C:25]([F:26])([F:27])[F:28])[C:18]([N+:22]([O-:24])=[O:23])=[C:19]([NH:21][C:11]([C:7]2[O:6][C:5]([C:1]([CH3:2])([CH3:3])[CH3:4])=[N:9][C:8]=2[CH3:10])=[O:13])[CH:20]=1, predict the reactants needed to synthesize it. The reactants are: [C:1]([C:5]1[O:6][C:7]([C:11]([OH:13])=O)=[C:8]([CH3:10])[N:9]=1)([CH3:4])([CH3:3])[CH3:2].[Br:14][C:15]1[CH:16]=[C:17]([C:25]([F:28])([F:27])[F:26])[C:18]([N+:22]([O-:24])=[O:23])=[C:19]([NH2:21])[CH:20]=1.CCN(C(C)C)C(C)C.CN(C(ON1N=NC2C=CC=CC1=2)=[N+](C)C)C.F[P-](F)(F)(F)(F)F.